From a dataset of Full USPTO retrosynthesis dataset with 1.9M reactions from patents (1976-2016). Predict the reactants needed to synthesize the given product. (1) Given the product [CH3:3][O:4][C:5]1[CH:6]=[CH:7][C:8]([C:11]2[CH:16]=[CH:15][C:14]([C:17]([OH:19])=[O:18])=[C:13]([N+:21]([O-:23])=[O:22])[CH:12]=2)=[CH:9][CH:10]=1, predict the reactants needed to synthesize it. The reactants are: [Li+].[OH-].[CH3:3][O:4][C:5]1[CH:10]=[CH:9][C:8]([C:11]2[CH:16]=[CH:15][C:14]([C:17]([O:19]C)=[O:18])=[C:13]([N+:21]([O-:23])=[O:22])[CH:12]=2)=[CH:7][CH:6]=1.Cl.C(OCC)(=O)C. (2) Given the product [CH2:14]([C:13]([C:9]1[S:8][C:7]([C:5]([OH:6])=[O:4])=[C:11]([CH3:12])[CH:10]=1)([C:16]1[CH:21]=[CH:20][C:19]([CH2:22][CH2:23][CH:24]([OH:29])[C:25]([CH3:27])([CH3:28])[CH3:26])=[C:18]([CH3:30])[CH:17]=1)[CH2:31][CH3:32])[CH3:15], predict the reactants needed to synthesize it. The reactants are: [Li+].[OH-].C[O:4][C:5]([C:7]1[S:8][C:9]([C:13]([CH2:31][CH3:32])([C:16]2[CH:21]=[CH:20][C:19]([CH2:22][CH2:23][CH:24]([OH:29])[C:25]([CH3:28])([CH3:27])[CH3:26])=[C:18]([CH3:30])[CH:17]=2)[CH2:14][CH3:15])=[CH:10][C:11]=1[CH3:12])=[O:6]. (3) Given the product [C:1]([N:4]1[C:12]2[C:7](=[CH:8][C:9]([NH2:17])=[C:10]([S:13]([OH:16])(=[O:15])=[O:14])[CH:11]=2)[CH2:6][CH2:5]1)(=[O:3])[CH3:2], predict the reactants needed to synthesize it. The reactants are: [C:1]([N:4]1[C:12]2[C:7](=[CH:8][C:9]([N+:17]([O-])=O)=[C:10]([S:13]([OH:16])(=[O:15])=[O:14])[CH:11]=2)[CH2:6][CH2:5]1)(=[O:3])[CH3:2].CN(C=O)C. (4) Given the product [Cl:2][C:3]1[CH:4]=[C:5]([C:13]2[O:17][N:16]=[C:15]([C:18]3[CH:28]=[CH:27][C:21]4[CH2:22][CH2:23][N:24]([CH2:39][CH2:40][CH2:41][C:42]([O:44][CH2:45][CH3:46])=[O:43])[CH2:25][CH2:26][C:20]=4[CH:19]=3)[N:14]=2)[CH:6]=[CH:7][C:8]=1[O:9][CH:10]([CH3:12])[CH3:11], predict the reactants needed to synthesize it. The reactants are: Cl.[Cl:2][C:3]1[CH:4]=[C:5]([C:13]2[O:17][N:16]=[C:15]([C:18]3[CH:28]=[CH:27][C:21]4[CH2:22][CH2:23][NH:24][CH2:25][CH2:26][C:20]=4[CH:19]=3)[N:14]=2)[CH:6]=[CH:7][C:8]=1[O:9][CH:10]([CH3:12])[CH3:11].CCN(C(C)C)C(C)C.Br[CH2:39][CH2:40][CH2:41][C:42]([O:44][CH2:45][CH3:46])=[O:43]. (5) Given the product [OH:1][CH:2]([CH2:19][C:20]1[CH:21]=[CH:22][CH:23]=[CH:24][CH:25]=1)/[CH:3]=[CH:4]/[C@H:5]1[CH2:9][S:8][C:7](=[O:10])[N:6]1[CH2:11][CH2:12][CH2:13][CH2:14][CH2:15][CH2:16][C:17]1[NH:41][N:40]=[N:39][N:18]=1, predict the reactants needed to synthesize it. The reactants are: [OH:1][CH:2]([CH2:19][C:20]1[CH:25]=[CH:24][CH:23]=[CH:22][CH:21]=1)/[CH:3]=[CH:4]/[C@H:5]1[CH2:9][S:8][C:7](=[O:10])[N:6]1[CH2:11][CH2:12][CH2:13][CH2:14][CH2:15][CH2:16][C:17]#[N:18].C([Sn]([N:39]=[N+:40]=[N-:41])(CCCC)CCCC)CCC.C(OCC)(=O)C. (6) Given the product [C:18]([C:15]1[CH:16]=[CH:17][C:12]([CH:11]2[C:10]([C:20]([O:22][CH2:23][CH3:24])=[O:21])=[C:9]([CH3:25])[N:8]([C:26]3[CH:31]=[CH:30][CH:29]=[C:28]([C:32]([F:33])([F:34])[F:35])[CH:27]=3)[C:7](=[O:36])[N:6]2[CH2:5][C:4]2[CH:37]=[CH:38][CH:39]=[C:2](/[CH:42]=[CH:41]/[C:40]([O:44][CH2:45][CH3:46])=[O:43])[CH:3]=2)=[CH:13][CH:14]=1)#[N:19], predict the reactants needed to synthesize it. The reactants are: Br[C:2]1[CH:3]=[C:4]([CH:37]=[CH:38][CH:39]=1)[CH2:5][N:6]1[CH:11]([C:12]2[CH:17]=[CH:16][C:15]([C:18]#[N:19])=[CH:14][CH:13]=2)[C:10]([C:20]([O:22][CH2:23][CH3:24])=[O:21])=[C:9]([CH3:25])[N:8]([C:26]2[CH:31]=[CH:30][CH:29]=[C:28]([C:32]([F:35])([F:34])[F:33])[CH:27]=2)[C:7]1=[O:36].[C:40]([O:44][CH2:45][CH3:46])(=[O:43])[CH:41]=[CH2:42].C(N(CC)CC)C.